From a dataset of Catalyst prediction with 721,799 reactions and 888 catalyst types from USPTO. Predict which catalyst facilitates the given reaction. (1) Reactant: [CH3:1][N:2]1[C:6]2[CH:7]=[CH:8][C:9]([N:11]3[CH:16]=[C:15]([C:17]([O:19][CH2:20][CH3:21])=[O:18])[C:14](=[O:22])[N:13]([CH:23]4[C:31]5[C:26](=[C:27]([C:32]([F:35])([F:34])[F:33])[CH:28]=[CH:29][CH:30]=5)[CH2:25][CH2:24]4)[C:12]3=[O:36])=[CH:10][C:5]=2[NH:4][C:3]1=[O:37].C(=O)([O-])[O-].[Cs+].[Cs+].[I-].[K+].Br[CH2:47][CH2:48][C:49]([F:52])([F:51])[F:50]. Product: [CH3:1][N:2]1[C:6]2[CH:7]=[CH:8][C:9]([N:11]3[CH:16]=[C:15]([C:17]([O:19][CH2:20][CH3:21])=[O:18])[C:14](=[O:22])[N:13]([C@H:23]4[C:31]5[C:26](=[C:27]([C:32]([F:34])([F:35])[F:33])[CH:28]=[CH:29][CH:30]=5)[CH2:25][CH2:24]4)[C:12]3=[O:36])=[CH:10][C:5]=2[N:4]([CH2:47][CH2:48][C:49]([F:52])([F:51])[F:50])[C:3]1=[O:37]. The catalyst class is: 39. (2) Reactant: [Br:1][C:2]1[S:6][C:5]([CH2:7][OH:8])=[N:4][N:3]=1.CN(C=O)C.N1C=CN=C1.[CH3:19][CH:20]([Si:22](Cl)([CH:26]([CH3:28])[CH3:27])[CH:23]([CH3:25])[CH3:24])[CH3:21]. Product: [Br:1][C:2]1[S:6][C:5]([CH2:7][O:8][Si:22]([CH:26]([CH3:28])[CH3:27])([CH:23]([CH3:25])[CH3:24])[CH:20]([CH3:21])[CH3:19])=[N:4][N:3]=1. The catalyst class is: 25. (3) Reactant: [F:1][C:2]1[CH:7]=[C:6]([CH3:8])[CH:5]=[CH:4][N:3]=1.C[Si](C)(C)[N-][Si](C)(C)C.[Na+].C([O:26][C:27](=O)[C:28]1[C:33]([F:34])=[CH:32][CH:31]=[C:30]([N:35]([CH2:43][C:44]2[CH:49]=[CH:48][CH:47]=[CH:46][CH:45]=2)[CH2:36][C:37]2[CH:42]=[CH:41][CH:40]=[CH:39][CH:38]=2)[C:29]=1[F:50])C1C=CC=CC=1.[Cl-].[NH4+]. Product: [CH2:43]([N:35]([CH2:36][C:37]1[CH:42]=[CH:41][CH:40]=[CH:39][CH:38]=1)[C:30]1[C:29]([F:50])=[C:28]([C:27](=[O:26])[CH2:8][C:6]2[CH:5]=[CH:4][N:3]=[C:2]([F:1])[CH:7]=2)[C:33]([F:34])=[CH:32][CH:31]=1)[C:44]1[CH:45]=[CH:46][CH:47]=[CH:48][CH:49]=1. The catalyst class is: 7. (4) Reactant: C([N-]C(C)C)(C)C.[Li+].[Cl:9][C:10]1[C:15]([Cl:16])=[CH:14][C:13]([Cl:17])=[CH:12][N:11]=1.[CH:18](OC)=[O:19].C([O-])(O)=O.[Na+]. Product: [Cl:9][C:10]1[C:15]([Cl:16])=[C:14]([CH:18]=[O:19])[C:13]([Cl:17])=[CH:12][N:11]=1. The catalyst class is: 1. (5) Reactant: [Cl:1][C:2]1[CH:3]=[N+:4]([O-:22])[CH:5]=[C:6]([Cl:21])[C:7]=1[CH2:8][C@@H:9]([C:11]1[CH:16]=[CH:15][C:14]([O:17][CH3:18])=[C:13]([O:19][CH3:20])[CH:12]=1)[OH:10].[C:23]([C:26]1[CH:33]=[CH:32][C:29]([CH:30]=[O:31])=[CH:28][CH:27]=1)(O)=[O:24].Cl.CN(C)CCCN=C=NCC. Product: [Cl:21][C:6]1[CH:5]=[N+:4]([O-:22])[CH:3]=[C:2]([Cl:1])[C:7]=1[CH2:8][C@@H:9]([C:11]1[CH:16]=[CH:15][C:14]([O:17][CH3:18])=[C:13]([O:19][CH3:20])[CH:12]=1)[O:10][C:30](=[O:31])[C:29]1[CH:32]=[CH:33][C:26]([CH:23]=[O:24])=[CH:27][CH:28]=1. The catalyst class is: 143. (6) Reactant: [F:1][C:2]([F:11])([F:10])[C:3]1[CH:8]=[CH:7][C:6](Br)=[CH:5][CH:4]=1.C([O:15][B:16](OC(C)C)[O:17]C(C)C)(C)C.C([Li])CCC. Product: [F:1][C:2]([F:11])([F:10])[C:3]1[CH:8]=[CH:7][C:6]([B:16]([OH:17])[OH:15])=[CH:5][CH:4]=1. The catalyst class is: 7.